From a dataset of Forward reaction prediction with 1.9M reactions from USPTO patents (1976-2016). Predict the product of the given reaction. (1) The product is: [C:1]([CH:5]1[CH2:6][CH2:7][CH:8]([O:11][C:12]2[CH:13]=[C:14]3[C:19](=[CH:20][CH:21]=2)[CH:18]=[C:17]([CH2:22][N:23]2[CH2:24][CH2:25][C:26]([C:32]4[CH:36]=[CH:35][CH:34]=[CH:39][CH:33]=4)([C:29]([OH:31])=[O:30])[CH2:27][CH2:28]2)[CH:16]=[CH:15]3)[CH2:9][CH2:10]1)([CH3:4])([CH3:3])[CH3:2]. Given the reactants [C:1]([CH:5]1[CH2:10][CH2:9][CH:8]([O:11][C:12]2[CH:13]=[C:14]3[C:19](=[CH:20][CH:21]=2)[CH:18]=[C:17]([CH2:22][N:23]2[CH2:28][CH2:27][C:26]([CH2:32][CH3:33])([C:29]([OH:31])=[O:30])[CH2:25][CH2:24]2)[CH:16]=[CH:15]3)[CH2:7][CH2:6]1)([CH3:4])([CH3:3])[CH3:2].[C:34]1(C2(C(O)=O)CCNCC2)[CH:39]=CC=[CH:36][CH:35]=1.C(C1CCC(OC2C=C3C(=CC=2)C=C(C=O)C=C3)CC1)(C)(C)C.C(O)(=O)C.CO.C([BH3-])#N.[Na+], predict the reaction product. (2) Given the reactants O=[C:2]1[C@@H:11]2[C@@H:6]([CH2:7][N:8]([C:12]([O:14][C:15]([CH3:18])([CH3:17])[CH3:16])=[O:13])[CH2:9][CH2:10]2)[C:5]2[CH:19]=[CH:20][CH:21]=[C:22]3[CH2:23][CH2:24][CH2:25][N:3]1[C:4]=23, predict the reaction product. The product is: [CH:19]1[C:5]2=[C:4]3[C:22]([CH2:23][CH2:24][CH2:25][N:3]3[CH2:2][C@@H:11]3[C@H:6]2[CH2:7][N:8]([C:12]([O:14][C:15]([CH3:18])([CH3:17])[CH3:16])=[O:13])[CH2:9][CH2:10]3)=[CH:21][CH:20]=1.